From a dataset of Drug-target binding data from BindingDB using IC50 measurements. Regression. Given a target protein amino acid sequence and a drug SMILES string, predict the binding affinity score between them. We predict pIC50 (pIC50 = -log10(IC50 in M); higher means more potent). Dataset: bindingdb_ic50. (1) The drug is CN[C@@H](C)C(=O)N[C@H]1CN(C(C)=O)CC[C@H]2CC[C@@H](C(=O)NC(c3ccccc3)c3ccccc3)N2C1=O. The target protein (P98170) has sequence MTFNSFEGSKTCVPADINKEEEFVEEFNRLKTFANFPSGSPVSASTLARAGFLYTGEGDTVRCFSCHAAVDRWQYGDSAVGRHRKVSPNCRFINGFYLENSATQSTNSGIQNGQYKVENYLGSRDHFALDRPSETHADYLLRTGQVVDISDTIYPRNPAMYSEEARLKSFQNWPDYAHLTPRELASAGLYYTGIGDQVQCFCCGGKLKNWEPCDRAWSEHRRHFPNCFFVLGRNLNIRSESDAVSSDRNFPNSTNLPRNPSMADYEARIFTFGTWIYSVNKEQLARAGFYALGEGDKVKCFHCGGGLTDWKPSEDPWEQHAKWYPGCKYLLEQKGQEYINNIHLTHSLEECLVRTTEKTPSLTRRIDDTIFQNPMVQEAIRMGFSFKDIKKIMEEKIQISGSNYKSLEVLVADLVNAQKDSMQDESSQTSLQKEISTEEQLRRLQEEKLCKICMDRNIAIVFVPCGHLVTCKQCAEAVDKCPMCYTVITFKQKIFMS. The pIC50 is 4.8. (2) The drug is FC(F)(F)c1nc(NCC2CCCO2)c2nnn(C[C@H]3CCCO3)c2n1. The target protein (O95263) has sequence MGCAPSIHVSQSGVIYCRDSDESSSPRQTTSVSQGPAAPLPGLFVQTDAADAIPPSRASGPPSVARVRRARTELGSGSSAGSAAPAATTSRGRRRHCCSSAEAETQTCYTSVKQVSSAEVRIGPMRLTQDPIQVLLIFAKEDSQSDGFWWACDRAGYRCNIARTPESALECFLDKHHEIIVIDHRQTQNFDAEAVCRSIRATNPSEHTVILAVVSRVSDDHEEASVLPLLHAGFNRRFMENSSIIACYNELIQIEHGEVRSQFKLRACNSVFTALDHCHEAIEITSDDHVIQYVNPAFERMMGYHKGELLGKELADLPKSDKNRADLLDTINTCIKKGKEWQGVYYARRKSGDSIQQHVKITPVIGQGGKIRHFVSLKKLCCTTDNNKQIHKIHRDSGDNSQTEPHSFRYKNRRKESIDVKSISSRGSDAPSLQNRRYPSMARIHSMTIEAPITKVINIINAAQENSPVTVAEALDRVLEILRTTELYSPQLGTKDEDPH.... The pIC50 is 5.0. (3) The small molecule is CCC(C)/C=C/CC(=C/C(=O)O)/C=C/C1=C(C)CCCC1(C)C. The target protein (P28700) has sequence MDTKHFLPLDFSTQVNSSSLNSPTGRGSMAVPSLHPSLGPGIGSPLGSPGQLHSPISTLSSPINGMGPPFSVISSPMGPHSMSVPTTPTLGFGTGSPQLNSPMNPVSSTEDIKPPLGLNGVLKVPAHPSGNMASFTKHICAICGDRSSGKHYGVYSCEGCKGFFKRTVRKDLTYTCRDNKDCLIDKRQRNRCQYCRYQKCLAMGMKREAVQEERQRGKDRNENEVESTSSANEDMPVEKILEAELAVEPKTETYVEANMGLNPSSPNDPVTNICQAADKQLFTLVEWAKRIPHFSELPLDDQVILLRAGWNELLIASFSHRSIAVKDGILLATGLHVHRNSAHSAGVGAIFDRVLTELVSKMRDMQMDKTELGCLRAIVLFNPDSKGLSNPAEVEALREKVYASLEAYCKHKYPEQPGRFAKLLLRLPALRSIGLKCLEHLFFFKLIGDTPIDTFLMEMLEAPHQAT. The pIC50 is 7.1. (4) The small molecule is Cc1nn(C)c(C)c1-c1cccc2c1-c1ccccc1C2(O)C(F)(F)F. The target protein (Q15119) has sequence MRWVWALLKNASLAGAPKYIEHFSKFSPSPLSMKQFLDFGSSNACEKTSFTFLRQELPVRLANIMKEINLLPDRVLSTPSVQLVQSWYVQSLLDIMEFLDKDPEDHRTLSQFTDALVTIRNRHNDVVPTMAQGVLEYKDTYGDDPVSNQNIQYFLDRFYLSRISIRMLINQHTLIFDGSTNPAHPKHIGSIDPNCNVSEVVKDAYDMAKLLCDKYYMASPDLEIQEINAANSKQPIHMVYVPSHLYHMLFELFKNAMRATVESHESSLILPPIKVMVALGEEDLSIKMSDRGGGVPLRKIERLFSYMYSTAPTPQPGTGGTPLAGFGYGLPISRLYAKYFQGDLQLFSMEGFGTDAVIYLKALSTDSVERLPVYNKSAWRHYQTIQEAGDWCVPSTEPKNTSTYRVS. The pIC50 is 6.0.